The task is: Predict the product of the given reaction.. This data is from Forward reaction prediction with 1.9M reactions from USPTO patents (1976-2016). (1) Given the reactants [C:1]([N:5]([C:14]1[CH:28]=[CH:27][C:17]([C:18]([NH:20][C:21]2[CH:26]=[CH:25][CH:24]=[CH:23][N:22]=2)=[O:19])=[CH:16][CH:15]=1)[O:6][Si](C(C)(C)C)(C)C)([CH3:4])([CH3:3])[CH3:2].[F-].C([N+](CCCC)(CCCC)CCCC)CCC.O.C([O-])(O)=O.[Na+], predict the reaction product. The product is: [C:1]([N:5]([C:14]1[CH:28]=[CH:27][C:17]([C:18]([NH:20][C:21]2[CH:26]=[CH:25][CH:24]=[CH:23][N:22]=2)=[O:19])=[CH:16][CH:15]=1)[OH:6])([CH3:4])([CH3:2])[CH3:3]. (2) Given the reactants P(Cl)(Cl)([Cl:3])=O.[C:6]([C:8]1[CH:9]=[C:10]([CH:14]2[C:19](=O)[N:18]3[C:21]4[CH:27]=[CH:26][CH:25]=[CH:24][C:22]=4[N:23]=[C:17]3[C:16]([C:28]#[N:29])=[C:15]2[CH3:30])[CH:11]=[CH:12][CH:13]=1)#[N:7], predict the reaction product. The product is: [Cl:3][C:19]1[N:18]2[C:21]3[CH:27]=[CH:26][CH:25]=[CH:24][C:22]=3[N:23]=[C:17]2[C:16]([C:28]#[N:29])=[C:15]([CH3:30])[C:14]=1[C:10]1[CH:11]=[CH:12][CH:13]=[C:8]([C:6]#[N:7])[CH:9]=1. (3) Given the reactants [CH3:1][O:2][C:3]1[C:11]2[N:10]=[C:9]([C:12]3[S:13][CH:14]=[CH:15][CH:16]=3)[NH:8][C:7]=2[C:6]([C:17]([OH:19])=O)=[CH:5][CH:4]=1.[NH2:20][CH2:21][CH:22]1[CH2:26][CH2:25][N:24]([C:27]([O:29][C:30]([CH3:33])([CH3:32])[CH3:31])=[O:28])[CH2:23]1, predict the reaction product. The product is: [CH3:1][O:2][C:3]1[C:11]2[NH:10][C:9]([C:12]3[S:13][CH:14]=[CH:15][CH:16]=3)=[N:8][C:7]=2[C:6]([C:17]([NH:20][CH2:21][CH:22]2[CH2:26][CH2:25][N:24]([C:27]([O:29][C:30]([CH3:33])([CH3:32])[CH3:31])=[O:28])[CH2:23]2)=[O:19])=[CH:5][CH:4]=1. (4) Given the reactants Cl[C:2]1[N:7]=[C:6]([NH:8][C:9]2[CH:10]=[CH:11][C:12]3[O:16][C:15](=[O:17])[NH:14][C:13]=3[CH:18]=2)[C:5]([CH3:19])=[CH:4][N:3]=1.[CH3:20][N:21]1[CH2:26][CH2:25][N:24]([C:27]2[N:32]=[CH:31][C:30]([NH2:33])=[CH:29][CH:28]=2)[CH2:23][CH2:22]1.C(O)(C(F)(F)F)=O, predict the reaction product. The product is: [O:16]1[C:12]2[CH:11]=[CH:10][C:9]([NH:8][C:6]3[C:5]([CH3:19])=[CH:4][N:3]=[C:2]([NH:33][C:30]4[CH:29]=[CH:28][C:27]([N:24]5[CH2:25][CH2:26][N:21]([CH3:20])[CH2:22][CH2:23]5)=[N:32][CH:31]=4)[N:7]=3)=[CH:18][C:13]=2[NH:14][C:15]1=[O:17]. (5) The product is: [O:12]1[CH2:16][CH:17]1[CH2:18][O:11][C:2]1[CH:3]=[N:4][C:5]2[C:10](=[CH:9][CH:8]=[CH:7][CH:6]=2)[N:1]=1. Given the reactants [N:1]1[C:10]2[C:5](=[CH:6][CH:7]=[CH:8][CH:9]=2)[N:4]=[CH:3][C:2]=1[OH:11].[O:12]1[C:16]2[CH:17]=[CH:18]C=CC=2N=C1, predict the reaction product. (6) Given the reactants CC(OI1(OC(C)=O)(OC(C)=O)OC(=O)C2C=CC=CC1=2)=O.[CH2:23]([O:30][C:31]([N:33]1[CH2:39][CH2:38][CH2:37][CH2:36][CH:35]([CH2:40][OH:41])[CH2:34]1)=[O:32])[C:24]1[CH:29]=[CH:28][CH:27]=[CH:26][CH:25]=1, predict the reaction product. The product is: [CH2:23]([O:30][C:31]([N:33]1[CH2:39][CH2:38][CH2:37][CH2:36][CH:35]([CH:40]=[O:41])[CH2:34]1)=[O:32])[C:24]1[CH:29]=[CH:28][CH:27]=[CH:26][CH:25]=1.